Task: Predict which catalyst facilitates the given reaction.. Dataset: Catalyst prediction with 721,799 reactions and 888 catalyst types from USPTO (1) Reactant: [C:1]([O:5][C:6]([NH:8][C:9]1[S:10][C:11]([Cl:67])=[C:12]([C:14](=[N:46][O:47][C:48]([C:61]2[CH:66]=[CH:65][CH:64]=[CH:63][CH:62]=2)([C:55]2[CH:60]=[CH:59][CH:58]=[CH:57][CH:56]=2)[C:49]2[CH:54]=[CH:53][CH:52]=[CH:51][CH:50]=2)[C:15]([NH:17][C@@H:18]2[C:25](=[O:26])[N:24]3[C@@H:19]2[S:20][CH2:21][C:22]([CH2:43][CH:44]=[O:45])=[C:23]3[C:27]([O:29][CH:30]([C:37]2[CH:42]=[CH:41][CH:40]=[CH:39][CH:38]=2)[C:31]2[CH:36]=[CH:35][CH:34]=[CH:33][CH:32]=2)=[O:28])=[O:16])[N:13]=1)=[O:7])([CH3:4])([CH3:3])[CH3:2].N1C=CC=CC=1.[F:74][C:75]([F:88])([F:87])[S:76](O[S:76]([C:75]([F:88])([F:87])[F:74])(=[O:78])=[O:77])(=[O:78])=[O:77].Cl. Product: [C:1]([O:5][C:6]([NH:8][C:9]1[S:10][C:11]([Cl:67])=[C:12]([C:14](=[N:46][O:47][C:48]([C:61]2[CH:66]=[CH:65][CH:64]=[CH:63][CH:62]=2)([C:55]2[CH:56]=[CH:57][CH:58]=[CH:59][CH:60]=2)[C:49]2[CH:50]=[CH:51][CH:52]=[CH:53][CH:54]=2)[C:15]([NH:17][C@@H:18]2[C:25](=[O:26])[N:24]3[C@@H:19]2[S:20][CH2:21][C:22](/[CH:43]=[CH:44]/[O:45][S:76]([C:75]([F:88])([F:87])[F:74])(=[O:78])=[O:77])=[C:23]3[C:27]([O:29][CH:30]([C:31]2[CH:36]=[CH:35][CH:34]=[CH:33][CH:32]=2)[C:37]2[CH:42]=[CH:41][CH:40]=[CH:39][CH:38]=2)=[O:28])=[O:16])[N:13]=1)=[O:7])([CH3:4])([CH3:2])[CH3:3]. The catalyst class is: 96. (2) Reactant: [I:1][C:2]1[C:7]([OH:8])=[CH:6][CH:5]=[C:4]([S:9]([CH3:12])(=[O:11])=[O:10])[N:3]=1.Br[CH2:14][CH:15]1[CH2:17][CH2:16]1.O. Product: [CH:15]1([CH2:14][O:8][C:7]2[C:2]([I:1])=[N:3][C:4]([S:9]([CH3:12])(=[O:10])=[O:11])=[CH:5][CH:6]=2)[CH2:17][CH2:16]1. The catalyst class is: 10. (3) Reactant: Br[C:2]1[CH:3]=[C:4]([CH:14]=[CH:15][C:16]=1[N:17]1[CH2:22][CH2:21][C:20]([CH3:24])([CH3:23])[CH2:19][CH2:18]1)[CH2:5][NH:6][C:7](=[O:13])[O:8][C:9]([CH3:12])([CH3:11])[CH3:10].[C:25]([Cu])#[N:26]. Product: [C:25]([C:2]1[CH:3]=[C:4]([CH:14]=[CH:15][C:16]=1[N:17]1[CH2:22][CH2:21][C:20]([CH3:24])([CH3:23])[CH2:19][CH2:18]1)[CH2:5][NH:6][C:7](=[O:13])[O:8][C:9]([CH3:12])([CH3:11])[CH3:10])#[N:26]. The catalyst class is: 3. (4) Reactant: [Br:1][C:2]1[CH:3]=[C:4]2[C:12](=[CH:13][CH:14]=1)[NH:11][C:10]1[CH:9]([NH2:15])[CH2:8][CH2:7][CH2:6][C:5]2=1.Cl[C:17]1[N:22]=[CH:21][CH:20]=[CH:19][N:18]=1. Product: [Br:1][C:2]1[CH:3]=[C:4]2[C:12](=[CH:13][CH:14]=1)[NH:11][C:10]1[CH:9]([NH:15][C:17]3[N:22]=[CH:21][CH:20]=[CH:19][N:18]=3)[CH2:8][CH2:7][CH2:6][C:5]2=1. The catalyst class is: 508. (5) Reactant: [CH3:1][O:2][CH2:3][CH2:4][NH:5][C:6]1[CH:11]=[CH:10][C:9]([N+:12]([O-:14])=[O:13])=[CH:8][CH:7]=1.[H-].[Na+].[CH3:17]I. Product: [CH3:1][O:2][CH2:3][CH2:4][N:5]([CH3:17])[C:6]1[CH:11]=[CH:10][C:9]([N+:12]([O-:14])=[O:13])=[CH:8][CH:7]=1. The catalyst class is: 3.